Dataset: NCI-60 drug combinations with 297,098 pairs across 59 cell lines. Task: Regression. Given two drug SMILES strings and cell line genomic features, predict the synergy score measuring deviation from expected non-interaction effect. (1) Drug 1: CCCCCOC(=O)NC1=NC(=O)N(C=C1F)C2C(C(C(O2)C)O)O. Drug 2: C1CN(CCN1C(=O)CCBr)C(=O)CCBr. Cell line: MDA-MB-231. Synergy scores: CSS=7.26, Synergy_ZIP=0.0423, Synergy_Bliss=5.63, Synergy_Loewe=0.0276, Synergy_HSA=2.98. (2) Drug 1: CCCCCOC(=O)NC1=NC(=O)N(C=C1F)C2C(C(C(O2)C)O)O. Drug 2: CC1CCCC2(C(O2)CC(NC(=O)CC(C(C(=O)C(C1O)C)(C)C)O)C(=CC3=CSC(=N3)C)C)C. Cell line: DU-145. Synergy scores: CSS=47.6, Synergy_ZIP=3.81, Synergy_Bliss=2.76, Synergy_Loewe=-35.5, Synergy_HSA=1.15. (3) Drug 1: COC1=C(C=C2C(=C1)N=CN=C2NC3=CC(=C(C=C3)F)Cl)OCCCN4CCOCC4. Drug 2: CN1C(=O)N2C=NC(=C2N=N1)C(=O)N. Cell line: SNB-19. Synergy scores: CSS=9.78, Synergy_ZIP=-2.47, Synergy_Bliss=5.51, Synergy_Loewe=0.770, Synergy_HSA=3.65.